Dataset: Reaction yield outcomes from USPTO patents with 853,638 reactions. Task: Predict the reaction yield, written as a fraction of the theoretical maximum amount of product (1.0 means a 100% yield; for example, 0.34 means a 34% yield). The reactants are C([C@@:3]([C:12]([O-])=O)([OH:11])[C@@:4]([CH2:9][CH3:10])(O)[C:5]([O-:7])=O)C.[C:15]([NH:34][C@@H]1CC(CO)=CC1)([C:28]1[CH:33]=[CH:32][CH:31]=[CH:30][CH:29]=1)([C:22]1[CH:27]=[CH:26][CH:25]=[CH:24][CH:23]=1)[C:16]1[CH:21]=[CH:20][CH:19]=[CH:18][CH:17]=1.C(OO)(C)(C)C. The catalyst is C(Cl)Cl.CC(C)[O-].[Ti+4].CC(C)[O-].CC(C)[O-].CC(C)[O-]. The product is [C:15]([NH:34][C@H:10]1[CH2:12][C@H:3]2[C@:4]([CH2:5][OH:7])([O:11]2)[CH2:9]1)([C:22]1[CH:23]=[CH:24][CH:25]=[CH:26][CH:27]=1)([C:28]1[CH:33]=[CH:32][CH:31]=[CH:30][CH:29]=1)[C:16]1[CH:17]=[CH:18][CH:19]=[CH:20][CH:21]=1. The yield is 0.890.